Dataset: Catalyst prediction with 721,799 reactions and 888 catalyst types from USPTO. Task: Predict which catalyst facilitates the given reaction. (1) Reactant: [C:1]([O:4][C@@H:5]1[CH2:9][N:8]([C:10]([O:12][C:13]([CH3:16])([CH3:15])[CH3:14])=[O:11])[C@@:7]([CH2:21][O:22][SiH3])(C(C)(C)C)[C:6]1(C1C=CC=CC=1)C1C=CC=CC=1)(=[O:3])[CH3:2].C(O)(=O)C.CCCC[N+](CCCC)(CCCC)CCCC.[F-]. Product: [C:1]([O:4][C@@H:5]1[CH2:9][N:8]([C:10]([O:12][C:13]([CH3:15])([CH3:14])[CH3:16])=[O:11])[C@H:7]([CH2:21][OH:22])[CH2:6]1)(=[O:3])[CH3:2]. The catalyst class is: 1. (2) Reactant: [NH:1]1[C:9]2[C:4](=[CH:5][CH:6]=[CH:7][N:8]=2)[CH:3]=[CH:2]1.ClC1C=C(C=CC=1)C(OO)=[O:15]. Product: [N+:1]1([O-:15])[CH:2]=[CH:3][C:4]2[C:9]=1[NH:8][CH:7]=[CH:6][CH:5]=2. The catalyst class is: 13.